The task is: Predict the reaction yield, written as a fraction of the theoretical maximum amount of product (1.0 means a 100% yield; for example, 0.34 means a 34% yield).. This data is from Reaction yield outcomes from USPTO patents with 853,638 reactions. (1) The reactants are [NH:1]([C:8]1[N:9]([C:26]2[CH:31]=[CH:30][CH:29]=[CH:28][CH:27]=2)[C:10]2[CH:11]=[C:12]([CH3:25])[N:13]=[C:14]([C:19](N(OC)C)=[O:20])[C:15]=2[C:16](=[O:18])[CH:17]=1)[C:2]1[CH:7]=[CH:6][CH:5]=[CH:4][CH:3]=1.[CH3:32][Mg+].[Br-]. The catalyst is C1COCC1. The product is [C:19]([C:14]1[N:13]=[C:12]([CH3:25])[CH:11]=[C:10]2[C:15]=1[C:16](=[O:18])[CH:17]=[C:8]([NH:1][C:2]1[CH:7]=[CH:6][CH:5]=[CH:4][CH:3]=1)[N:9]2[C:26]1[CH:27]=[CH:28][CH:29]=[CH:30][CH:31]=1)(=[O:20])[CH3:32]. The yield is 0.660. (2) The reactants are [Cl:1][C:2]1[CH:3]=[C:4]([N:10]([C:15]2[C:34]([CH:35]3[CH2:37][CH2:36]3)=[CH:33][C:18]3[C:19]([C:29]([NH:31][CH3:32])=[O:30])=[C:20]([C:22]4[CH:27]=[CH:26][C:25]([F:28])=[CH:24][CH:23]=4)[O:21][C:17]=3[CH:16]=2)[S:11]([CH3:14])(=[O:13])=[O:12])[CH:5]=[CH:6][C:7]=1[CH:8]=C.C1C[O:41]CC1.O.I([O-])(=O)(=O)=O.[Na+]. The catalyst is CCOC(C)=O.[Os](=O)(=O)(=O)=O. The product is [Cl:1][C:2]1[CH:3]=[C:4]([N:10]([C:15]2[C:34]([CH:35]3[CH2:37][CH2:36]3)=[CH:33][C:18]3[C:19]([C:29]([NH:31][CH3:32])=[O:30])=[C:20]([C:22]4[CH:23]=[CH:24][C:25]([F:28])=[CH:26][CH:27]=4)[O:21][C:17]=3[CH:16]=2)[S:11]([CH3:14])(=[O:13])=[O:12])[CH:5]=[CH:6][C:7]=1[CH:8]=[O:41]. The yield is 0.500. (3) The reactants are [C:1]([C:3]1[CH:8]=[CH:7][C:6]([NH:9][C:10](=[O:18])[O:11][CH2:12][C:13]2[S:14][CH:15]=[CH:16][CH:17]=2)=[CH:5][CH:4]=1)#[N:2].Cl.[NH2:20][OH:21].C(=O)([O-])[O-].[Na+].[Na+]. The catalyst is C(O)C. The product is [S:14]1[CH:15]=[CH:16][CH:17]=[C:13]1[CH2:12][O:11][C:10](=[O:18])[NH:9][C:6]1[CH:5]=[CH:4][C:3](/[C:1](/[NH2:2])=[N:20]\[OH:21])=[CH:8][CH:7]=1. The yield is 0.714. (4) The reactants are Br[C:2]1[CH:7]=[C:6]([O:8][CH3:9])[CH:5]=[C:4]([O:10][CH3:11])[CH:3]=1.C([Li])CCC.[C:17](OCC)(=[O:23])[C:18]([O:20][CH2:21][CH3:22])=[O:19]. The catalyst is C1COCC1. The product is [CH3:11][O:10][C:4]1[CH:3]=[C:2]([C:17](=[O:23])[C:18]([O:20][CH2:21][CH3:22])=[O:19])[CH:7]=[C:6]([O:8][CH3:9])[CH:5]=1. The yield is 0.710.